This data is from Catalyst prediction with 721,799 reactions and 888 catalyst types from USPTO. The task is: Predict which catalyst facilitates the given reaction. Reactant: [Cl:1][C:2]1[CH:10]=[C:9]2[C:5](/[C:6](=[CH:12]/[C:13]3[CH:14]=N[CH:16]=[C:17]([Cl:19])[CH:18]=3)/[C:7](=[O:11])[NH:8]2)=[CH:4][CH:3]=1.[C:20]([O:24][C:25](O[C:25]([O:24][C:20]([CH3:23])([CH3:22])[CH3:21])=[O:26])=[O:26])([CH3:23])([CH3:22])[CH3:21].Cl[CH2:36]Cl. Product: [C:20]([O:24][C:25]([N:8]1[C:9]2[C:5](=[CH:4][CH:3]=[C:2]([Cl:1])[CH:10]=2)/[C:6](=[CH:12]/[C:13]2[CH:14]=[CH:36][CH:16]=[C:17]([Cl:19])[CH:18]=2)/[C:7]1=[O:11])=[O:26])([CH3:23])([CH3:22])[CH3:21]. The catalyst class is: 277.